This data is from Reaction yield outcomes from USPTO patents with 853,638 reactions. The task is: Predict the reaction yield, written as a fraction of the theoretical maximum amount of product (1.0 means a 100% yield; for example, 0.34 means a 34% yield). (1) The reactants are Cl[C:2]1[N:3]([C@@H:15]2[O:21][C@H:20]([CH2:22][OH:23])[C@@H:18]([OH:19])[C@H:16]2[OH:17])[C:4]2[C:9]([C:10]=1[CH:11]=O)=[CH:8][C:7]([Cl:13])=[C:6]([Cl:14])[CH:5]=2.[CH3:24][NH:25][NH2:26].CO.O. The catalyst is CO. The product is [Cl:13][C:7]1[CH:8]=[C:9]2[C:4](=[CH:5][C:6]=1[Cl:14])[N:3]([C@@H:15]1[O:21][C@H:20]([CH2:22][OH:23])[C@@H:18]([OH:19])[C@H:16]1[OH:17])[C:2]1[N:25]([CH3:24])[N:26]=[CH:11][C:10]2=1. The yield is 0.330. (2) The reactants are Br[C:2]1[CH:3]=[CH:4][C:5]2[O:11][CH2:10][CH2:9][N:8]3[CH:12]=[C:13]([C:15]4[N:19]([CH:20]([CH3:22])[CH3:21])[N:18]=[C:17]([NH2:23])[N:16]=4)[N:14]=[C:7]3[C:6]=2[CH:24]=1.[N:25]1[CH:30]=[C:29](B(O)O)[CH:28]=[N:27][CH:26]=1.C([O-])([O-])=O.[Cs+].[Cs+].O. The catalyst is O1CCOCC1.C1C=CC(P(C2C=CC=CC=2)[C-]2C=CC=C2)=CC=1.C1C=CC(P(C2C=CC=CC=2)[C-]2C=CC=C2)=CC=1.Cl[Pd]Cl.[Fe+2]. The product is [CH:20]([N:19]1[C:15]([C:13]2[N:14]=[C:7]3[C:6]4[CH:24]=[C:2]([C:29]5[CH:30]=[N:25][CH:26]=[N:27][CH:28]=5)[CH:3]=[CH:4][C:5]=4[O:11][CH2:10][CH2:9][N:8]3[CH:12]=2)=[N:16][C:17]([NH2:23])=[N:18]1)([CH3:22])[CH3:21]. The yield is 0.169. (3) The reactants are [NH:1]1[C:9]2[C:4](=[CH:5][CH:6]=[CH:7][CH:8]=2)[CH:3]=[CH:2]1.I[C:11]1[CH:16]=[CH:15][CH:14]=[CH:13][C:12]=1[O:17][CH3:18]. No catalyst specified. The product is [CH3:18][O:17][C:12]1[CH:13]=[CH:14][CH:15]=[CH:16][C:11]=1[N:1]1[C:9]2[C:4](=[CH:5][CH:6]=[CH:7][CH:8]=2)[CH:3]=[CH:2]1. The yield is 1.00. (4) The reactants are [NH2:1][C:2]1[CH:3]=[C:4]([O:16][CH2:17][CH2:18][CH2:19][O:20][CH3:21])[CH:5]=[C:6]2[C:10]=1[NH:9][C:8]([C:11]([O:13][CH2:14][CH3:15])=[O:12])=[CH:7]2.[N:22]1[CH:27]=[CH:26][CH:25]=[CH:24][C:23]=1[S:28](Cl)(=[O:30])=[O:29]. The catalyst is N1C=CC=CC=1. The product is [CH3:21][O:20][CH2:19][CH2:18][CH2:17][O:16][C:4]1[CH:5]=[C:6]2[C:10](=[C:2]([NH:1][S:28]([C:23]3[CH:24]=[CH:25][CH:26]=[CH:27][N:22]=3)(=[O:30])=[O:29])[CH:3]=1)[NH:9][C:8]([C:11]([O:13][CH2:14][CH3:15])=[O:12])=[CH:7]2. The yield is 0.900. (5) The reactants are [C:1]1([C:7]2[NH:8][C:9]3[C:14]([CH:15]=2)=[CH:13][C:12]([C:16]([OH:18])=[O:17])=[CH:11][C:10]=3[N+:19]([O-:21])=[O:20])[CH:6]=[CH:5][CH:4]=[CH:3][CH:2]=1.S(=O)(=O)(O)O.[OH-].[Na+].[CH2:29](O)[CH3:30]. No catalyst specified. The product is [CH2:29]([O:17][C:16]([C:12]1[CH:13]=[C:14]2[C:9](=[C:10]([N+:19]([O-:21])=[O:20])[CH:11]=1)[NH:8][C:7]([C:1]1[CH:2]=[CH:3][CH:4]=[CH:5][CH:6]=1)=[CH:15]2)=[O:18])[CH3:30]. The yield is 0.950. (6) The reactants are Br[C:2]1[CH:7]=[CH:6][CH:5]=[C:4]([CH2:8][F:9])[N:3]=1.[CH2:10]([C:14]1[CH:23]=[CH:22][C:21]2[C:16](=[CH:17][CH:18]=[CH:19][CH:20]=2)[N:15]=1)[CH2:11][C:12]#[CH:13]. The yield is 0.530. The product is [F:9][CH2:8][C:4]1[N:3]=[C:2]([C:13]#[C:12][CH2:11][CH2:10][C:14]2[CH:23]=[CH:22][C:21]3[C:16](=[CH:17][CH:18]=[CH:19][CH:20]=3)[N:15]=2)[CH:7]=[CH:6][CH:5]=1. No catalyst specified.